This data is from Full USPTO retrosynthesis dataset with 1.9M reactions from patents (1976-2016). The task is: Predict the reactants needed to synthesize the given product. (1) Given the product [F:1][C:2]1[CH:3]=[C:4]([CH:9]2[CH2:14][CH:13]([F:15])[CH2:12][N:11]3[N:16]=[C:17]([NH2:19])[N:18]=[C:10]23)[CH:5]=[CH:6][C:7]=1[F:8], predict the reactants needed to synthesize it. The reactants are: [F:1][C:2]1[CH:3]=[C:4]([C:9]2[C:10]3[N:11]([N:16]=[C:17]([NH2:19])[N:18]=3)[CH:12]=[C:13]([F:15])[CH:14]=2)[CH:5]=[CH:6][C:7]=1[F:8].Cl. (2) Given the product [Br:13][CH2:14][CH2:15][CH2:16][CH2:17][CH2:18][CH2:19][N:7]1[CH2:12][CH2:11][O:10][CH2:9][CH2:8]1, predict the reactants needed to synthesize it. The reactants are: CC(C)([O-])C.[Na+].[NH:7]1[CH2:12][CH2:11][O:10][CH2:9][CH2:8]1.[Br:13][CH:14](Br)[CH2:15][CH2:16][CH2:17][CH2:18][CH3:19]. (3) Given the product [C:1]([O:5][C:6]([N:8]1[C:16]2[C:11](=[CH:12][C:13]([S:17][C:30]3[CH:31]=[CH:32][C:27]([C:26](=[O:37])[NH:25][C:22]4[CH:23]=[CH:24][C:19]([Br:18])=[CH:20][CH:21]=4)=[CH:28][C:29]=3[N+:34]([O-:36])=[O:35])=[CH:14][CH:15]=2)[CH:10]=[CH:9]1)=[O:7])([CH3:4])([CH3:2])[CH3:3], predict the reactants needed to synthesize it. The reactants are: [C:1]([O:5][C:6]([N:8]1[C:16]2[C:11](=[CH:12][C:13]([SH:17])=[CH:14][CH:15]=2)[CH:10]=[CH:9]1)=[O:7])([CH3:4])([CH3:3])[CH3:2].[Br:18][C:19]1[CH:24]=[CH:23][C:22]([NH:25][C:26](=[O:37])[C:27]2[CH:32]=[CH:31][C:30](Cl)=[C:29]([N+:34]([O-:36])=[O:35])[CH:28]=2)=[CH:21][CH:20]=1.C([O-])(=O)C.[Na+]. (4) Given the product [NH2:1][C:4]1[CH:12]=[CH:11][CH:10]=[C:9]2[C:5]=1[CH2:6][NH:7][C:8]2=[O:13], predict the reactants needed to synthesize it. The reactants are: [N+:1]([C:4]1[CH:12]=[CH:11][CH:10]=[C:9]2[C:5]=1[CH2:6][NH:7][C:8]2=[O:13])([O-])=O. (5) Given the product [CH2:13]([O:12][C:4]1[CH2:5][C:6]([C:7]([F:8])([F:9])[F:10])([OH:11])[N:22]([C:19]2[CH:18]=[N:17][C:16]([F:15])=[CH:21][CH:20]=2)[N:23]=1)[CH3:14], predict the reactants needed to synthesize it. The reactants are: C(O[C:4]([O:12][CH2:13][CH3:14])=[CH:5][C:6](=[O:11])[C:7]([F:10])([F:9])[F:8])C.[F:15][C:16]1[CH:21]=[CH:20][C:19]([NH:22][NH2:23])=[CH:18][N:17]=1.